The task is: Predict the product of the given reaction.. This data is from Forward reaction prediction with 1.9M reactions from USPTO patents (1976-2016). (1) The product is: [OH:45][CH:20]([C:12]1[C:13]2[O:18][CH2:17][C:16](=[O:19])[NH:15][C:14]=2[C:9]([OH:8])=[CH:10][CH:11]=1)[CH2:21][NH:22][C:23]([CH3:44])([CH3:43])[CH2:24][CH2:25][N:26]1[C:31]2[CH:32]=[CH:33][CH:34]=[CH:35][C:30]=2[C:29]([CH2:39][CH2:40][CH3:41])([CH2:36][CH2:37][CH3:38])[O:28][C:27]1=[O:42]. Given the reactants C([O:8][C:9]1[C:14]2[NH:15][C:16](=[O:19])[CH2:17][O:18][C:13]=2[C:12]([CH:20]([OH:45])[CH2:21][NH:22][C:23]([CH3:44])([CH3:43])[CH2:24][CH2:25][N:26]2[C:31]3[CH:32]=[CH:33][CH:34]=[CH:35][C:30]=3[C:29]([CH2:39][CH2:40][CH3:41])([CH2:36][CH2:37][CH3:38])[O:28][C:27]2=[O:42])=[CH:11][CH:10]=1)C1C=CC=CC=1.Cl, predict the reaction product. (2) Given the reactants Br[C:2]1[C:3]2[C:4]3[CH:17]=[CH:16][S:15][C:5]=3[C:6](=[O:14])[NH:7][C:8]=2[CH:9]=[CH:10][C:11]=1[O:12][CH3:13].CC1(C)C(C)(C)OB([C:26]2[CH:34]=[C:33]3[C:29]([CH:30]=[N:31][NH:32]3)=[CH:28][CH:27]=2)O1, predict the reaction product. The product is: [NH:32]1[C:33]2[C:29](=[CH:28][CH:27]=[C:26]([C:2]3[C:3]4[C:4]5[CH:17]=[CH:16][S:15][C:5]=5[C:6](=[O:14])[NH:7][C:8]=4[CH:9]=[CH:10][C:11]=3[O:12][CH3:13])[CH:34]=2)[CH:30]=[N:31]1.